From a dataset of Forward reaction prediction with 1.9M reactions from USPTO patents (1976-2016). Predict the product of the given reaction. (1) Given the reactants [C:1]([NH:5][C:6]([C:8]1[C:16]2[C:11](=[N:12][CH:13]=[C:14]([NH:17][C:18]3[CH:23]=[CH:22][CH:21]=[C:20]([CH:24]([OH:26])[CH3:25])[CH:19]=3)[N:15]=2)[N:10](COCC[Si](C)(C)C)[CH:9]=1)=[O:7])([CH3:4])([CH3:3])[CH3:2].FC(F)(F)C(O)=O, predict the reaction product. The product is: [C:1]([NH:5][C:6]([C:8]1[C:16]2[C:11](=[N:12][CH:13]=[C:14]([NH:17][C:18]3[CH:23]=[CH:22][CH:21]=[C:20]([CH:24]([OH:26])[CH3:25])[CH:19]=3)[N:15]=2)[NH:10][CH:9]=1)=[O:7])([CH3:4])([CH3:2])[CH3:3]. (2) Given the reactants [CH:1]1([C:7]2[CH:13]=[CH:12][C:10]([NH2:11])=[CH:9][CH:8]=2)[CH2:6][CH2:5][CH2:4][CH2:3][CH2:2]1.[Cl:14][C:15]1[CH:20]=[CH:19][C:18]([NH:21][C:22](=[O:29])[CH2:23][O:24][CH2:25][C:26](O)=[O:27])=[C:17]([C:30]([O:32]C)=[O:31])[CH:16]=1, predict the reaction product. The product is: [Cl:14][C:15]1[CH:20]=[CH:19][C:18]([NH:21][C:22](=[O:29])[CH2:23][O:24][CH2:25][C:26]([NH:11][C:10]2[CH:9]=[CH:8][C:7]([CH:1]3[CH2:2][CH2:3][CH2:4][CH2:5][CH2:6]3)=[CH:13][CH:12]=2)=[O:27])=[C:17]([CH:16]=1)[C:30]([OH:32])=[O:31]. (3) Given the reactants [CH3:1][O:2][C:3](=[O:11])[C:4]1[CH:9]=[CH:8][CH:7]=[CH:6][C:5]=1[CH3:10].[Br:12]NC(=O)CCC(N)=O, predict the reaction product. The product is: [CH3:1][O:2][C:3](=[O:11])[C:4]1[CH:9]=[CH:8][CH:7]=[CH:6][C:5]=1[CH2:10][Br:12]. (4) Given the reactants [Cl:1][C:2]1[CH:11]=[C:10]2[C:5]([CH:6]=[C:7]([C:18]3[NH:22][C:21](=[O:23])[NH:20][N:19]=3)[N:8]=[C:9]2[O:12][C@H:13]2[CH2:17][CH2:16][NH:15][CH2:14]2)=[CH:4][CH:3]=1.CC1C=CC=C(C)N=1.[C:32](Cl)(=[O:35])[CH:33]=[CH2:34], predict the reaction product. The product is: [C:32]([N:15]1[CH2:16][CH2:17][C@H:13]([O:12][C:9]2[C:10]3[C:5](=[CH:4][CH:3]=[C:2]([Cl:1])[CH:11]=3)[CH:6]=[C:7]([C:18]3[NH:22][C:21](=[O:23])[NH:20][N:19]=3)[N:8]=2)[CH2:14]1)(=[O:35])[CH:33]=[CH2:34]. (5) Given the reactants C([C@@H]1N(C(=O)C2C=CC(OC3C=CC=CC=3)=CC=2)C[C@H](CC(C)C)NC1=O)C(C)C.[CH2:31]([C@@H:35]1[NH:40][CH2:39][C@H:38]([CH:41]([CH3:43])[CH3:42])[NH:37][C:36]1=[O:44])[CH:32]([CH3:34])[CH3:33].[S:45]1[CH:49]=[CH:48][CH:47]=[C:46]1[C:50]1[O:54][N:53]=[C:52]([C:55](O)=[O:56])[CH:51]=1, predict the reaction product. The product is: [CH2:31]([C@@H:35]1[N:40]([C:55]([C:52]2[CH:51]=[C:50]([C:46]3[S:45][CH:49]=[CH:48][CH:47]=3)[O:54][N:53]=2)=[O:56])[CH2:39][C@H:38]([CH:41]([CH3:43])[CH3:42])[NH:37][C:36]1=[O:44])[CH:32]([CH3:34])[CH3:33]. (6) Given the reactants [Cl:1][C:2]1[CH:20]=[CH:19][CH:18]=[CH:17][C:3]=1[C:4]([NH:6][C:7]1[S:8][CH:9]=[C:10]([C:12]([O:14]CC)=[O:13])[N:11]=1)=[O:5].[OH-].[K+].C(O)C, predict the reaction product. The product is: [Cl:1][C:2]1[CH:20]=[CH:19][CH:18]=[CH:17][C:3]=1[C:4]([NH:6][C:7]1[S:8][CH:9]=[C:10]([C:12]([OH:14])=[O:13])[N:11]=1)=[O:5]. (7) Given the reactants Br[C:2]1[CH:7]=[CH:6][CH:5]=[CH:4][C:3]=1[F:8].[Li]C(C)(C)C.CCCCC.[N+:19]([C:22]1[CH:23]=[C:24]([CH:28]=[CH:29][CH:30]=1)[C:25](Cl)=[O:26])([O-:21])=[O:20].C(Cl)(Cl)Cl, predict the reaction product. The product is: [F:8][C:3]1[CH:4]=[CH:5][CH:6]=[CH:7][C:2]=1[C:25]([C:24]1[CH:28]=[CH:29][CH:30]=[C:22]([N+:19]([O-:21])=[O:20])[CH:23]=1)=[O:26]. (8) The product is: [CH3:1][O:2][C:3]1[CH:4]=[C:5]2[C:10](=[CH:11][CH:12]=1)[C:9](=[O:13])[CH:8]([C:16]([O:17][CH3:18])=[O:19])[CH2:7][CH2:6]2. Given the reactants [CH3:1][O:2][C:3]1[CH:4]=[C:5]2[C:10](=[CH:11][CH:12]=1)[C:9](=[O:13])[CH2:8][CH2:7][CH2:6]2.[H-].[Na+].[C:16](=O)([O:19]C)[O:17][CH3:18], predict the reaction product.